The task is: Predict which catalyst facilitates the given reaction.. This data is from Catalyst prediction with 721,799 reactions and 888 catalyst types from USPTO. (1) Reactant: [CH3:1][O:2][C:3]1[CH:12]=[C:11]2[C:6]([C:7]([O:13][C:14]3[CH:19]=[CH:18][C:17]([NH:20][C:21]([NH:23][C:24]4[S:25][CH:26]=[CH:27][N:28]=4)=[O:22])=[CH:16][CH:15]=3)=[CH:8][CH:9]=[N:10]2)=[CH:5][C:4]=1[C:29]([OH:31])=[O:30].Cl.C(N=C=NCCCN(C)C)C.C(N(CC)CC)C.[CH3:51][O:52][CH2:53][CH2:54]N. Product: [CH3:1][O:2][C:3]1[CH:12]=[C:11]2[C:6]([C:7]([O:13][C:14]3[CH:15]=[CH:16][C:17]([NH:20][C:21]([NH:23][C:24]4[S:25][CH:26]=[CH:27][N:28]=4)=[O:22])=[CH:18][CH:19]=3)=[CH:8][CH:9]=[N:10]2)=[CH:5][C:4]=1[C:29]([O:31][CH2:54][CH2:53][O:52][CH3:51])=[O:30]. The catalyst class is: 255. (2) Reactant: [OH:1][C:2]1[C:3](=[O:28])[CH:4]=[C:5]([CH2:12][CH2:13][CH:14]2[CH2:18][O:17][C:16]([CH3:20])([CH3:19])[N:15]2[C:21]([O:23][C:24]([CH3:27])([CH3:26])[CH3:25])=[O:22])[O:6][C:7]=1[C:8]([O:10][CH3:11])=[O:9].[CH2:29](Cl)Cl.CO.C[Si](C=[N+]=[N-])(C)C. Product: [CH3:29][O:1][C:2]1[C:3](=[O:28])[CH:4]=[C:5]([CH2:12][CH2:13][CH:14]2[CH2:18][O:17][C:16]([CH3:19])([CH3:20])[N:15]2[C:21]([O:23][C:24]([CH3:27])([CH3:26])[CH3:25])=[O:22])[O:6][C:7]=1[C:8]([O:10][CH3:11])=[O:9]. The catalyst class is: 6.